Dataset: Full USPTO retrosynthesis dataset with 1.9M reactions from patents (1976-2016). Task: Predict the reactants needed to synthesize the given product. (1) Given the product [Cl:23][C:18]1[C:17]([C:13]2[CH:12]=[C:11]([N:9]3[CH:10]=[C:6]([C:4]([C:26]4[N:31]=[CH:30][CH:29]=[CH:28][N:27]=4)=[O:5])[N:7]=[CH:8]3)[CH:16]=[CH:15][CH:14]=2)=[CH:22][CH:21]=[CH:20][N:19]=1, predict the reactants needed to synthesize it. The reactants are: CON(C)[C:4]([C:6]1[N:7]=[CH:8][N:9]([C:11]2[CH:16]=[CH:15][CH:14]=[C:13]([C:17]3[C:18]([Cl:23])=[N:19][CH:20]=[CH:21][CH:22]=3)[CH:12]=2)[CH:10]=1)=[O:5].Br[C:26]1[N:31]=[CH:30][CH:29]=[CH:28][N:27]=1. (2) Given the product [C:19]1([CH:25]([C:33]2[CH:38]=[CH:37][CH:36]=[CH:35][CH:34]=2)[N:26]2[CH2:31][CH2:30][CH2:29][CH2:28][C:27]2=[CH:16][C:17]#[N:18])[CH:24]=[CH:23][CH:22]=[CH:21][CH:20]=1, predict the reactants needed to synthesize it. The reactants are: [H-].[Na+].C1COCC1.C(OP([CH2:16][C:17]#[N:18])(=O)OCC)C.[C:19]1([CH:25]([C:33]2[CH:38]=[CH:37][CH:36]=[CH:35][CH:34]=2)[N:26]2[CH2:31][CH2:30][C:29](=O)[CH2:28][CH2:27]2)[CH:24]=[CH:23][CH:22]=[CH:21][CH:20]=1. (3) Given the product [Cl:1][C:2]1[C:7]2[N:16]([CH:17]3[CH2:21][CH2:20][CH2:19][CH2:18]3)[C:10]3[N:11]=[C:12]([NH2:15])[N:13]=[CH:14][C:9]=3[C:6]=2[CH:5]=[CH:4][N:3]=1, predict the reactants needed to synthesize it. The reactants are: [Cl:1][C:2]1[C:7](F)=[C:6]([C:9]2[C:10]([NH:16][CH:17]3[CH2:21][CH2:20][CH2:19][CH2:18]3)=[N:11][C:12]([NH2:15])=[N:13][CH:14]=2)[CH:5]=[CH:4][N:3]=1.[Li+].C[Si]([N-][Si](C)(C)C)(C)C.C1COCC1.C([O-])(O)=O.[Na+]. (4) The reactants are: [NH2:1][CH2:2][C:3]([C:12]1[CH:17]=[CH:16][C:15]([Cl:18])=[CH:14][CH:13]=1)([C:5]1[CH:10]=[CH:9][C:8](I)=[CH:7][CH:6]=1)[OH:4].[CH3:19][N:20]([CH3:32])[S:21]([N:24]1[CH:28]=[C:27](Br)[C:26]([CH2:30][CH3:31])=[N:25]1)(=[O:23])=[O:22]. Given the product [CH3:19][N:20]([CH3:32])[S:21]([N:24]1[CH:28]=[C:27]([C:8]2[CH:9]=[CH:10][C:5]([C:3]([C:12]3[CH:17]=[CH:16][C:15]([Cl:18])=[CH:14][CH:13]=3)([OH:4])[CH2:2][NH2:1])=[CH:6][CH:7]=2)[C:26]([CH2:30][CH3:31])=[N:25]1)(=[O:22])=[O:23], predict the reactants needed to synthesize it. (5) The reactants are: Cl[C:2]1[C:3]([C:12]([F:15])([F:14])[F:13])=[CH:4][C:5]([N+:9]([O-:11])=[O:10])=[C:6]([NH2:8])[CH:7]=1.[F:16][C:17]([F:21])([F:20])[CH2:18][OH:19].[OH-].[K+].Cl. Given the product [N+:9]([C:5]1[CH:4]=[C:3]([C:12]([F:15])([F:14])[F:13])[C:2]([O:19][CH2:18][C:17]([F:21])([F:20])[F:16])=[CH:7][C:6]=1[NH2:8])([O-:11])=[O:10], predict the reactants needed to synthesize it. (6) Given the product [ClH:16].[NH2:8][C:4]1[CH:5]=[CH:6][CH:7]=[C:2]([Br:1])[C:3]=1[OH:11], predict the reactants needed to synthesize it. The reactants are: [Br:1][C:2]1[CH:7]=[CH:6][CH:5]=[C:4]([N+:8]([O-])=O)[C:3]=1[OH:11].C(O)C.O.[Cl-:16].[NH4+]. (7) The reactants are: CO[C@H](C)[C@H](NO)CS(CC1C=NC2C(C=1)=CC=CC=2)(=O)=O.[CH3:23][O:24][C@H:25]([CH3:46])[C@H:26]([N:42]([OH:45])[CH:43]=[O:44])[CH2:27][S:28]([CH2:31][C:32]1[CH:33]=[N:34][C:35]2[C:40]([CH:41]=1)=[CH:39][CH:38]=[CH:37][CH:36]=2)(=[O:30])=[O:29]. Given the product [CH3:23][O:24][C@H:25]([CH3:46])[C@H:26]([N:42]([OH:45])[CH:43]=[O:44])[CH2:27][S:28]([CH2:31][C:32]1[CH:33]=[N:34][C:35]2[C:40]([CH:41]=1)=[CH:39][CH:38]=[CH:37][CH:36]=2)(=[O:30])=[O:29], predict the reactants needed to synthesize it.